This data is from Full USPTO retrosynthesis dataset with 1.9M reactions from patents (1976-2016). The task is: Predict the reactants needed to synthesize the given product. (1) Given the product [Cl:20][C:17]1[CH:18]=[CH:19][C:14]([CH:7]([NH:6][C:4]([CH2:3][NH:2][C:24](=[O:25])[C:23]2[CH:27]=[CH:28][C:29]([F:31])=[CH:30][C:22]=2[F:21])=[O:5])[C:8]2[CH:13]=[CH:12][CH:11]=[CH:10][CH:9]=2)=[CH:15][CH:16]=1, predict the reactants needed to synthesize it. The reactants are: Cl.[NH2:2][CH2:3][C:4]([NH:6][CH:7]([C:14]1[CH:19]=[CH:18][C:17]([Cl:20])=[CH:16][CH:15]=1)[C:8]1[CH:13]=[CH:12][CH:11]=[CH:10][CH:9]=1)=[O:5].[F:21][C:22]1[CH:30]=[C:29]([F:31])[CH:28]=[CH:27][C:23]=1[C:24](O)=[O:25]. (2) Given the product [S:30]1[CH:29]=[C:28]([CH2:27][C@H:26]([NH:25][C:23]([O:22][C:19]([CH3:21])([CH3:18])[CH3:20])=[O:24])[C:37]([NH:2][C@@H:3]([CH2:11][CH:12]2[CH2:13][CH2:14][CH2:15][CH2:16][CH2:17]2)[C:4]([NH:6][CH2:7][CH2:8][O:9][CH3:10])=[O:5])=[O:38])[C:36]2[CH:35]=[CH:34][CH:33]=[CH:32][C:31]1=2, predict the reactants needed to synthesize it. The reactants are: Cl.[NH2:2][C@@H:3]([CH2:11][CH:12]1[CH2:17][CH2:16][CH2:15][CH2:14][CH2:13]1)[C:4]([NH:6][CH2:7][CH2:8][O:9][CH3:10])=[O:5].[CH3:18][C:19]([O:22][C:23]([NH:25][C@H:26]([C:37](O)=[O:38])[CH2:27][C:28]1[C:36]2[C:31](=[CH:32][CH:33]=[CH:34][CH:35]=2)[S:30][CH:29]=1)=[O:24])([CH3:21])[CH3:20].C(Cl)CCl.C1C=CC2N(O)N=NC=2C=1.CN1CCOCC1. (3) Given the product [C:31]([C:15]1[CH:14]=[CH:13][C:12]([CH2:3][CH2:4][CH2:5][C:6]([O:8][CH2:9][CH3:10])=[O:7])=[C:20]2[C:16]=1[CH:17]=[CH:18][N:19]2[S:21]([C:24]1[CH:29]=[CH:28][C:27]([CH3:30])=[CH:26][CH:25]=1)(=[O:23])=[O:22])#[N:32], predict the reactants needed to synthesize it. The reactants are: Br[Zn][CH2:3][CH2:4][CH2:5][C:6]([O:8][CH2:9][CH3:10])=[O:7].Br[C:12]1[C:20]2[N:19]([S:21]([C:24]3[CH:29]=[CH:28][C:27]([CH3:30])=[CH:26][CH:25]=3)(=[O:23])=[O:22])[CH:18]=[CH:17][C:16]=2[C:15]([C:31]#[N:32])=[CH:14][CH:13]=1.C([O-])([O-])=O.[Cs+].[Cs+]. (4) Given the product [Cl:46][C:43]1[CH:42]=[CH:41][C:40]([C:30]2[N:29]=[C:28]([C:47]([NH:57][CH:60]([CH3:61])[CH2:72][OH:73])=[O:49])[C:27]([C:25]([O:24][C:20]([CH3:22])([CH3:21])[CH3:23])=[O:26])=[N:32][C:31]=2[C:33]2[CH:38]=[CH:37][C:36]([Cl:39])=[CH:35][CH:34]=2)=[CH:45][CH:44]=1, predict the reactants needed to synthesize it. The reactants are: C1(P(C2C=CC=CC=2)C2C=CC=CC=2)C=CC=CC=1.[C:20]([O:24][C:25]([C:27]1[C:28]([C:47]([OH:49])=O)=[N:29][C:30]([C:40]2[CH:45]=[CH:44][C:43]([Cl:46])=[CH:42][CH:41]=2)=[C:31]([C:33]2[CH:38]=[CH:37][C:36]([Cl:39])=[CH:35][CH:34]=2)[N:32]=1)=[O:26])([CH3:23])([CH3:22])[CH3:21].C(Cl)(Cl)(Cl)Cl.C([N:57]([CH2:60][CH3:61])CC)C.CCN(C(C)C)C(C)C.C[CH2:72][O:73]C(C)=O.